Dataset: Forward reaction prediction with 1.9M reactions from USPTO patents (1976-2016). Task: Predict the product of the given reaction. Given the reactants [CH3:1][C:2]1[CH:24]=[CH:23][CH:22]=[CH:21][C:3]=1[C:4]([NH:6][C:7]1[C:12]([F:13])=[C:11]([F:14])[C:10]([C:15]([F:18])([F:17])[F:16])=[C:9]([F:19])[C:8]=1[F:20])=[O:5].[O-]S(C(F)(F)[F:30])(=O)=O.F[N+]1C(C)=CC(C)=CC=1C, predict the reaction product. The product is: [F:30][C:21]1[CH:22]=[CH:23][CH:24]=[C:2]([CH3:1])[C:3]=1[C:4]([NH:6][C:7]1[C:8]([F:20])=[C:9]([F:19])[C:10]([C:15]([F:18])([F:17])[F:16])=[C:11]([F:14])[C:12]=1[F:13])=[O:5].